Dataset: Forward reaction prediction with 1.9M reactions from USPTO patents (1976-2016). Task: Predict the product of the given reaction. (1) Given the reactants [Cl:1][C:2]1[CH:3]=[C:4]([NH:16][C:17]2[C:26]3[C:21](=[CH:22][C:23]([O:30][CH2:31][CH3:32])=[C:24]([N+:27]([O-])=O)[CH:25]=3)[N:20]=[CH:19][N:18]=2)[CH:5]=[CH:6][C:7]=1[O:8][CH2:9][C:10]1[CH:15]=[CH:14][CH:13]=[CH:12][N:11]=1.Cl.[OH-].[Na+], predict the reaction product. The product is: [Cl:1][C:2]1[CH:3]=[C:4]([NH:16][C:17]2[C:26]3[C:21](=[CH:22][C:23]([O:30][CH2:31][CH3:32])=[C:24]([NH2:27])[CH:25]=3)[N:20]=[CH:19][N:18]=2)[CH:5]=[CH:6][C:7]=1[O:8][CH2:9][C:10]1[CH:15]=[CH:14][CH:13]=[CH:12][N:11]=1. (2) Given the reactants [Br:1][C:2]1[CH:3]=[C:4]([CH:22]=[CH:23][CH:24]=1)[C:5]([NH:7][C:8]1[C:13]([F:14])=[C:12]([F:15])[C:11]([C:16]([F:19])([F:18])[F:17])=[C:10]([F:20])[C:9]=1[F:21])=[O:6].[O-]S(C(F)(F)[F:30])(=O)=O.F[N+]1C(C)=CC(C)=CC=1C, predict the reaction product. The product is: [Br:1][C:2]1[C:3]([F:30])=[C:4]([CH:22]=[CH:23][CH:24]=1)[C:5]([NH:7][C:8]1[C:9]([F:21])=[C:10]([F:20])[C:11]([C:16]([F:18])([F:17])[F:19])=[C:12]([F:15])[C:13]=1[F:14])=[O:6].